Dataset: Reaction yield outcomes from USPTO patents with 853,638 reactions. Task: Predict the reaction yield, written as a fraction of the theoretical maximum amount of product (1.0 means a 100% yield; for example, 0.34 means a 34% yield). (1) The reactants are [N+:1]([C:4]1[CH:9]=[CH:8][C:7]([Cl:10])=[CH:6][C:5]=1[O:11][CH3:12])([O-])=O.C(O)(=O)C. The catalyst is C(O)C.C(OCC)(=O)C.[Zn]. The product is [Cl:10][C:7]1[CH:8]=[CH:9][C:4]([NH2:1])=[C:5]([O:11][CH3:12])[CH:6]=1. The yield is 0.800. (2) The reactants are [CH3:1]N(C(ON1N=NC2C=CC=CC1=2)=[N+](C)C)C.[B-](F)(F)(F)F.[CH:23]1([C:29]2[C:30]3[CH:31]=[CH:32][C:33]([C:49]([OH:51])=O)=[CH:34][C:35]=3[N:36]3[CH2:42][C@H:41]([OH:43])[C@H:40]([OH:44])[C:39]4[CH:45]=[CH:46][CH:47]=[CH:48][C:38]=4[C:37]=23)[CH2:28][CH2:27][CH2:26][CH2:25][CH2:24]1.[NH2:52][C:53]1([C:58]([NH:60][C:61]2[CH:66]=[CH:65][C:64]([CH:67]=[CH:68][C:69]([O-:71])=[O:70])=[CH:63][CH:62]=2)=[O:59])[CH2:57][CH2:56][CH2:55][CH2:54]1.C(N(CC)C(C)C)(C)C. The catalyst is CN(C=O)C. The product is [CH:23]1([C:29]2[C:30]3[CH:31]=[CH:32][C:33]([C:49]([NH:52][C:53]4([C:58]([NH:60][C:61]5[CH:62]=[CH:63][C:64](/[CH:67]=[CH:68]/[C:69]([O:71][CH3:1])=[O:70])=[CH:65][CH:66]=5)=[O:59])[CH2:57][CH2:56][CH2:55][CH2:54]4)=[O:51])=[CH:34][C:35]=3[N:36]3[CH2:42][C@H:41]([OH:43])[C@H:40]([OH:44])[C:39]4[CH:45]=[CH:46][CH:47]=[CH:48][C:38]=4[C:37]=23)[CH2:28][CH2:27][CH2:26][CH2:25][CH2:24]1. The yield is 0.900. (3) The reactants are [CH3:1][C:2]1[O:6][N:5]=[C:4]([C:7]2[CH:12]=[CH:11][CH:10]=[CH:9][CH:8]=2)[C:3]=1[CH2:13][OH:14].[CH2:15]([O:22][C:23]1[CH:28]=[CH:27][NH:26][C:25](=O)[CH:24]=1)[C:16]1[CH:21]=[CH:20][CH:19]=[CH:18][CH:17]=1. No catalyst specified. The product is [CH2:15]([O:22][C:23]1[CH:28]=[CH:27][N:26]=[C:25]([O:14][CH2:13][C:3]2[C:4]([C:7]3[CH:12]=[CH:11][CH:10]=[CH:9][CH:8]=3)=[N:5][O:6][C:2]=2[CH3:1])[CH:24]=1)[C:16]1[CH:17]=[CH:18][CH:19]=[CH:20][CH:21]=1. The yield is 0.280. (4) The reactants are [NH2:1][C:2]1[CH:3]=[CH:4][C:5]([Cl:12])=[C:6]([CH:11]=1)[C:7]([O:9][CH3:10])=[O:8].C(N(CC)CC)C.[F:20][C:21]1[CH:22]=[C:23]([CH:27]=[C:28]([C:30]([F:33])([F:32])[F:31])[CH:29]=1)[C:24](Cl)=[O:25]. The catalyst is C(Cl)Cl. The product is [Cl:12][C:5]1[CH:4]=[CH:3][C:2]([NH:1][C:24](=[O:25])[C:23]2[CH:27]=[C:28]([C:30]([F:31])([F:32])[F:33])[CH:29]=[C:21]([F:20])[CH:22]=2)=[CH:11][C:6]=1[C:7]([O:9][CH3:10])=[O:8]. The yield is 0.780. (5) The reactants are [Br:1][C:2]1[CH:3]=[C:4]([CH:17]=[CH:18][CH:19]=1)[NH:5][C:6]1[C:7]2[N:15]=[C:14](F)[CH:13]=[CH:12][C:8]=2[N:9]=[CH:10][N:11]=1.[NH3:20]. The catalyst is C(O)C. The product is [NH2:20][C:14]1[CH:13]=[CH:12][C:8]2[N:9]=[CH:10][N:11]=[C:6]([NH:5][C:4]3[CH:17]=[CH:18][CH:19]=[C:2]([Br:1])[CH:3]=3)[C:7]=2[N:15]=1. The yield is 0.720. (6) The reactants are C(O[C:6](=[O:28])[NH:7][C@@H:8]([CH2:21][C:22]1[CH:27]=[CH:26][CH:25]=[CH:24][CH:23]=1)[CH:9]([C:11](=[O:20])[NH:12][CH2:13][C:14]1[CH:19]=[CH:18][CH:17]=[CH:16][CH:15]=1)[OH:10])(C)(C)C.FC(F)(F)C(O)=O.C(N(CC)C(C)C)(C)C.[CH2:45]1[C:53]2[C:48](=[CH:49][CH:50]=[CH:51][CH:52]=2)[CH2:47][CH:46]1[C:54]([NH:56][C@@H:57]([CH2:74][O:75][CH3:76])[C:58]([NH:60][C@@H:61]([CH2:65][C:66]1[CH:71]=[CH:70][C:69]([O:72][CH3:73])=[CH:68][CH:67]=1)C(O)=O)=[O:59])=[O:55].CN(C(ON1N=NC2C=CC=NC1=2)=[N+](C)C)C.F[P-](F)(F)(F)(F)F. The catalyst is ClCCl. The product is [CH2:21]([C@H:8]([NH:7][C:6]([C@@H:61]([NH:60][C:58]([C@@H:57]([NH:56][C:54]([CH:46]1[CH2:45][C:53]2[C:48](=[CH:49][CH:50]=[CH:51][CH:52]=2)[CH2:47]1)=[O:55])[CH2:74][O:75][CH3:76])=[O:59])[CH2:65][C:66]1[CH:71]=[CH:70][C:69]([O:72][CH3:73])=[CH:68][CH:67]=1)=[O:28])[CH:9]([C:11](=[O:20])[NH:12][CH2:13][C:14]1[CH:15]=[CH:16][CH:17]=[CH:18][CH:19]=1)[OH:10])[C:22]1[CH:23]=[CH:24][CH:25]=[CH:26][CH:27]=1. The yield is 0.590. (7) The reactants are Br[C:2]1[CH:3]=[CH:4][C:5]2[S:9](=[O:11])(=[O:10])[N:8]([CH2:12][CH:13]([O:18][CH3:19])[C:14]([NH:16][CH3:17])=[O:15])[CH:7]([CH3:20])[C:6]=2[CH:21]=1.[F:22][C:23]1[CH:31]=[C:30]2[C:26]([C:27](B3OC(C)(C)C(C)(C)O3)=[CH:28][N:29]2[C:32]([O:34][C:35]([CH3:38])([CH3:37])[CH3:36])=[O:33])=[CH:25][CH:24]=1.[O-]P([O-])([O-])=O.[K+].[K+].[K+]. The catalyst is O1CCOCC1.O.C1C=CC(P(C2C=CC=CC=2)[C-]2C=CC=C2)=CC=1.C1C=CC(P(C2C=CC=CC=2)[C-]2C=CC=C2)=CC=1.Cl[Pd]Cl.[Fe+2]. The product is [F:22][C:23]1[CH:31]=[C:30]2[C:26]([C:27]([C:2]3[CH:3]=[CH:4][C:5]4[S:9](=[O:11])(=[O:10])[N:8]([CH2:12][CH:13]([O:18][CH3:19])[C:14]([NH:16][CH3:17])=[O:15])[CH:7]([CH3:20])[C:6]=4[CH:21]=3)=[CH:28][N:29]2[C:32]([O:34][C:35]([CH3:38])([CH3:37])[CH3:36])=[O:33])=[CH:25][CH:24]=1. The yield is 0.780.